From a dataset of Full USPTO retrosynthesis dataset with 1.9M reactions from patents (1976-2016). Predict the reactants needed to synthesize the given product. The reactants are: Br[C:2]1[CH:11]=[CH:10][CH:9]=[C:8]2[C:3]=1[C:4](=[O:28])[N:5]([C:22]1[CH:27]=[CH:26][CH:25]=[CH:24][CH:23]=1)[C:6]([C@@H:12]([NH:14][C:15](=[O:21])[O:16][C:17]([CH3:20])([CH3:19])[CH3:18])[CH3:13])=[N:7]2.CCN(C(C)C)C(C)C.[CH2:38]([OH:41])[CH:39]=[CH2:40].CCOC(C)=O. Given the product [O:28]=[C:4]1[C:3]2[C:8](=[CH:9][CH:10]=[CH:11][C:2]=2[CH2:40][CH2:39][CH:38]=[O:41])[N:7]=[C:6]([C@@H:12]([NH:14][C:15](=[O:21])[O:16][C:17]([CH3:19])([CH3:18])[CH3:20])[CH3:13])[N:5]1[C:22]1[CH:27]=[CH:26][CH:25]=[CH:24][CH:23]=1, predict the reactants needed to synthesize it.